This data is from Reaction yield outcomes from USPTO patents with 853,638 reactions. The task is: Predict the reaction yield, written as a fraction of the theoretical maximum amount of product (1.0 means a 100% yield; for example, 0.34 means a 34% yield). (1) The yield is 0.370. The catalyst is C(O)(=O)C. The product is [F:17][C:15]([F:16])([F:18])[C:14]1[N:9]2[CH:8]=[N:7][C:6]([C:4]([OH:5])=[O:3])=[C:10]2[N:11]=[C:12]([C:19]2[CH:20]=[CH:21][C:22]([C:25]([F:28])([F:27])[F:26])=[CH:23][CH:24]=2)[CH:13]=1. The reactants are C([O:3][C:4]([C:6]1[N:7]=[CH:8][N:9]2[C:14]([C:15]([F:18])([F:17])[F:16])=[CH:13][C:12]([C:19]3[CH:24]=[CH:23][C:22]([C:25]([F:28])([F:27])[F:26])=[CH:21][CH:20]=3)=[N:11][C:10]=12)=[O:5])C.[OH-].[K+].O. (2) The reactants are [C:1]1([C:31]2[CH:36]=[CH:35][CH:34]=[CH:33][CH:32]=2)[CH:6]=[CH:5][C:4]([O:7][CH:8]2[CH2:12][CH2:11][N:10]([C:13]3[CH:18]=[CH:17][C:16]([O:19]COCC[Si](C)(C)C)=[C:15]([O:28][CH3:29])[CH:14]=3)[C:9]2=[O:30])=[CH:3][CH:2]=1.Cl.O1CCOCC1. The catalyst is C(Cl)Cl. The product is [C:1]1([C:31]2[CH:36]=[CH:35][CH:34]=[CH:33][CH:32]=2)[CH:2]=[CH:3][C:4]([O:7][CH:8]2[CH2:12][CH2:11][N:10]([C:13]3[CH:18]=[CH:17][C:16]([OH:19])=[C:15]([O:28][CH3:29])[CH:14]=3)[C:9]2=[O:30])=[CH:5][CH:6]=1. The yield is 0.930. (3) The reactants are C[N:2](C)[CH:3]=[CH:4][C:5]([C:7]1[C:12](=[O:13])[CH:11]=[CH:10][N:9]([C:14]2[CH:19]=[CH:18][CH:17]=[C:16]([C:20]([F:23])([F:22])[F:21])[CH:15]=2)[N:8]=1)=O.Cl.[CH3:26][C:27]1[CH:32]=[CH:31][C:30]([NH:33]N)=[CH:29][CH:28]=1.CCN(CC)CC. The catalyst is C(O)C. The product is [CH3:26][C:27]1[CH:32]=[CH:31][C:30]([N:33]2[C:5]([C:7]3[C:12](=[O:13])[CH:11]=[CH:10][N:9]([C:14]4[CH:19]=[CH:18][CH:17]=[C:16]([C:20]([F:23])([F:22])[F:21])[CH:15]=4)[N:8]=3)=[CH:4][CH:3]=[N:2]2)=[CH:29][CH:28]=1. The yield is 0.270. (4) The reactants are I[C:2]1[CH:9]=[CH:8][C:5]([C:6]#[N:7])=[CH:4][N:3]=1.[F:10][C:11]1([F:35])[C:17]([CH3:19])([CH3:18])[O:16][CH2:15][C:14]([NH2:20])=[N:13][C@@:12]1([C:22]1[CH:27]=[C:26]([C:28]#[C:29][Si](C)(C)C)[CH:25]=[CH:24][C:23]=1[F:34])[CH3:21].C1(P(C2C=CC=CC=2)C2C=CC=CC=2)C=CC=CC=1.C(N(CC)CC)C.[F-].C([N+](CCCC)(CCCC)CCCC)CCC. The catalyst is CN(C)C=O.[I-].C([N+](CCCC)(CCCC)CCCC)CCC.C1C=CC(P(C2C=CC=CC=2)C2C=CC=CC=2)=CC=1.C1C=CC(P(C2C=CC=CC=2)C2C=CC=CC=2)=CC=1.Cl[Pd]Cl.[Cu]I. The product is [NH2:20][C:14]1[CH2:15][O:16][C:17]([CH3:19])([CH3:18])[C:11]([F:35])([F:10])[C@:12]([C:22]2[CH:27]=[C:26]([C:28]#[C:29][C:2]3[CH:9]=[CH:8][C:5]([C:6]#[N:7])=[CH:4][N:3]=3)[CH:25]=[CH:24][C:23]=2[F:34])([CH3:21])[N:13]=1. The yield is 0.400. (5) The reactants are C(=O)([O-])[O-].[K+].[K+].CO.[CH3:9][O:10][CH2:11][CH2:12][CH2:13]/[CH:14]=[CH:15]/[C:16]#[C:17][Si](C)(C)C.[Cl-].[NH4+]. The catalyst is C(OCC)C. The product is [CH3:9][O:10][CH2:11][CH2:12][CH2:13]/[CH:14]=[CH:15]/[C:16]#[CH:17]. The yield is 0.730.